From a dataset of Full USPTO retrosynthesis dataset with 1.9M reactions from patents (1976-2016). Predict the reactants needed to synthesize the given product. (1) Given the product [S:1]1[C:9]2[CH:8]=[CH:7][N:6]=[CH:5][C:4]=2[CH:3]=[C:2]1[C:10]([OH:12])=[O:11], predict the reactants needed to synthesize it. The reactants are: [S:1]1[C:9]2[CH:8]=[CH:7][N:6]=[CH:5][C:4]=2[CH:3]=[C:2]1[C:10]([O:12]C)=[O:11].O[Li].O.Cl. (2) Given the product [I:28][C:25]1[CH:26]=[CH:27][C:22]([NH:20][CH2:19][C:5]2[CH:6]=[CH:7][C:8]([O:9][CH2:10][C:11]3[CH:12]=[N:13][C:14]([O:17][CH3:18])=[CH:15][CH:16]=3)=[C:3]([O:2][CH3:1])[CH:4]=2)=[C:23]([N+:29]([O-:31])=[O:30])[CH:24]=1, predict the reactants needed to synthesize it. The reactants are: [CH3:1][O:2][C:3]1[CH:4]=[C:5]([CH2:19][NH2:20])[CH:6]=[CH:7][C:8]=1[O:9][CH2:10][C:11]1[CH:12]=[N:13][C:14]([O:17][CH3:18])=[CH:15][CH:16]=1.F[C:22]1[CH:27]=[CH:26][C:25]([I:28])=[CH:24][C:23]=1[N+:29]([O-:31])=[O:30].C(N(C(C)C)CC)(C)C. (3) Given the product [OH:40][CH2:39][C:38]1[N:34]([C:30]2[CH:29]=[C:28]([C:27]3[CH2:26][C:25](=[O:48])[NH:24][C:9]4[CH:10]=[C:11]([C:20]([F:22])([F:21])[F:23])[C:12]([N:14]5[CH2:15][CH2:16][O:17][CH2:18][CH2:19]5)=[CH:13][C:8]=4[N:7]=3)[CH:33]=[CH:32][CH:31]=2)[N:35]=[N:36][CH:37]=1, predict the reactants needed to synthesize it. The reactants are: C(OC(=O)[NH:7][C:8]1[CH:13]=[C:12]([N:14]2[CH2:19][CH2:18][O:17][CH2:16][CH2:15]2)[C:11]([C:20]([F:23])([F:22])[F:21])=[CH:10][C:9]=1[NH:24][C:25](=[O:48])[CH2:26][C:27](=O)[C:28]1[CH:33]=[CH:32][CH:31]=[C:30]([N:34]2[C:38]([CH2:39][O:40]C3CCCCO3)=[CH:37][N:36]=[N:35]2)[CH:29]=1)(C)(C)C.C(O)(C(F)(F)F)=O. (4) Given the product [CH:1]1[C:6]([OH:7])=[CH:5][CH:4]=[CH:3][C:2]=1[CH3:8].[CH:12]([C:13]1[CH:14]=[CH:15][CH:20]=[CH:21][C:22]=1[CH:9]=[CH2:10])=[CH2:11].[CH:19]1[C:20]2[C:15](=[CH:14][C:13]3[C:22]([C:21]=2[CH2:23][OH:24])=[CH:9][CH:10]=[CH:11][CH:12]=3)[CH:16]=[CH:17][CH:18]=1, predict the reactants needed to synthesize it. The reactants are: [CH:1]1[C:6]([OH:7])=[CH:5][CH:4]=[CH:3][C:2]=1[CH3:8].[CH:9]1[C:22]2[C:13](=[CH:14][C:15]3[C:20]([C:21]=2[CH2:23][OH:24])=[CH:19][CH:18]=[CH:17][CH:16]=3)[CH:12]=[CH:11][CH:10]=1.C(C1C=CC=CC=1C=C)=C.COC1CCCC1.COCCOCCO.OS(C(F)(F)F)(=O)=O. (5) Given the product [Cl:1][C:2]1[N:3]=[C:4]([N:22]2[CH2:23][CH2:24][O:25][CH2:26][C@@H:21]2[CH3:20])[C:5]2[CH2:11][S:10][CH2:9][CH2:8][C:6]=2[N:7]=1, predict the reactants needed to synthesize it. The reactants are: [Cl:1][C:2]1[N:3]=[C:4](Cl)[C:5]2[CH2:11][S:10][CH2:9][CH2:8][C:6]=2[N:7]=1.CCN(CC)CC.[CH3:20][C@H:21]1[CH2:26][O:25][CH2:24][CH2:23][NH:22]1.